Dataset: NCI-60 drug combinations with 297,098 pairs across 59 cell lines. Task: Regression. Given two drug SMILES strings and cell line genomic features, predict the synergy score measuring deviation from expected non-interaction effect. (1) Drug 1: C1CCN(CC1)CCOC2=CC=C(C=C2)C(=O)C3=C(SC4=C3C=CC(=C4)O)C5=CC=C(C=C5)O. Drug 2: CC=C1C(=O)NC(C(=O)OC2CC(=O)NC(C(=O)NC(CSSCCC=C2)C(=O)N1)C(C)C)C(C)C. Cell line: SK-OV-3. Synergy scores: CSS=16.4, Synergy_ZIP=1.80, Synergy_Bliss=3.06, Synergy_Loewe=-43.8, Synergy_HSA=2.65. (2) Drug 2: CC12CCC3C(C1CCC2O)C(CC4=C3C=CC(=C4)O)CCCCCCCCCS(=O)CCCC(C(F)(F)F)(F)F. Synergy scores: CSS=25.9, Synergy_ZIP=-5.42, Synergy_Bliss=-14.4, Synergy_Loewe=-29.8, Synergy_HSA=-15.3. Drug 1: CCCCC(=O)OCC(=O)C1(CC(C2=C(C1)C(=C3C(=C2O)C(=O)C4=C(C3=O)C=CC=C4OC)O)OC5CC(C(C(O5)C)O)NC(=O)C(F)(F)F)O. Cell line: SF-295. (3) Drug 1: CC(C)(C#N)C1=CC(=CC(=C1)CN2C=NC=N2)C(C)(C)C#N. Drug 2: C1CN(CCN1C(=O)CCBr)C(=O)CCBr. Cell line: COLO 205. Synergy scores: CSS=33.8, Synergy_ZIP=-8.07, Synergy_Bliss=-2.85, Synergy_Loewe=7.29, Synergy_HSA=2.26. (4) Drug 1: C1=NC2=C(N1)C(=S)N=C(N2)N. Drug 2: CC1=CC=C(C=C1)C2=CC(=NN2C3=CC=C(C=C3)S(=O)(=O)N)C(F)(F)F. Cell line: KM12. Synergy scores: CSS=54.7, Synergy_ZIP=1.98, Synergy_Bliss=2.07, Synergy_Loewe=5.29, Synergy_HSA=7.90. (5) Drug 1: C1CC(C1)(C(=O)O)C(=O)O.[NH2-].[NH2-].[Pt+2]. Drug 2: CC(C)CN1C=NC2=C1C3=CC=CC=C3N=C2N. Cell line: TK-10. Synergy scores: CSS=9.00, Synergy_ZIP=-3.49, Synergy_Bliss=-1.90, Synergy_Loewe=-0.292, Synergy_HSA=-0.281.